Predict the reactants needed to synthesize the given product. From a dataset of Full USPTO retrosynthesis dataset with 1.9M reactions from patents (1976-2016). (1) Given the product [CH3:17][S:18]([O:1][CH2:2][C:3]1[C:11]2[O:10][C:9]([CH:12]([CH3:13])[CH3:14])=[CH:8][C:7]=2[CH:6]=[C:5]([C:15]#[N:16])[CH:4]=1)(=[O:20])=[O:19], predict the reactants needed to synthesize it. The reactants are: [OH:1][CH2:2][C:3]1[C:11]2[O:10][C:9]([CH:12]([CH3:14])[CH3:13])=[CH:8][C:7]=2[CH:6]=[C:5]([C:15]#[N:16])[CH:4]=1.[CH3:17][S:18](Cl)(=[O:20])=[O:19].O.Cl. (2) Given the product [NH:1]1[C:9]2[C:4](=[CH:5][C:6]([NH:10][C:11]3[C:12]4[C:19]5[CH2:20][CH2:21][CH:22]([C:24]([NH2:29])=[O:25])[CH2:23][C:18]=5[S:17][C:13]=4[N:14]=[CH:15][N:16]=3)=[CH:7][CH:8]=2)[CH:3]=[N:2]1, predict the reactants needed to synthesize it. The reactants are: [NH:1]1[C:9]2[C:4](=[CH:5][C:6]([NH:10][C:11]3[C:12]4[C:19]5[CH2:20][CH2:21][CH:22]([C:24](O)=[O:25])[CH2:23][C:18]=5[S:17][C:13]=4[N:14]=[CH:15][N:16]=3)=[CH:7][CH:8]=2)[CH:3]=[N:2]1.C([NH2:29])=O.[O-]CC.[Na+]. (3) Given the product [C:6]([O:10][C:11](=[O:51])[N:12]([CH2:40][C:41]1[CH:50]=[CH:49][C:44]2[O:45][CH2:46][CH2:47][O:48][C:43]=2[CH:42]=1)[CH:13]1[CH2:14][CH2:15][N:16]([CH2:19][CH2:20][N:21]2[C:30]3[C:25](=[CH:26][CH:27]=[CH:28][CH:29]=3)[C:24]([C:61]3[CH:62]=[CH:63][N:58]=[CH:59][CH:60]=3)=[CH:23][C:22]2=[O:39])[CH2:17][CH2:18]1)([CH3:7])([CH3:8])[CH3:9], predict the reactants needed to synthesize it. The reactants are: CN(C)C=O.[C:6]([O:10][C:11](=[O:51])[N:12]([CH2:40][C:41]1[CH:50]=[CH:49][C:44]2[O:45][CH2:46][CH2:47][O:48][C:43]=2[CH:42]=1)[CH:13]1[CH2:18][CH2:17][N:16]([CH2:19][CH2:20][N:21]2[C:30]3[C:25](=[CH:26][CH:27]=[CH:28][CH:29]=3)[C:24](OS(C(F)(F)F)(=O)=O)=[CH:23][C:22]2=[O:39])[CH2:15][CH2:14]1)([CH3:9])([CH3:8])[CH3:7].C(=O)([O-])[O-].[Na+].[Na+].[N:58]1[CH:63]=[CH:62][C:61](B(O)O)=[CH:60][CH:59]=1. (4) Given the product [C:1]([C:3]1[CH:4]=[CH:5][C:6]([C:9]2[N:13]3[N:14]=[C:15]([C:18]4[CH:26]=[CH:25][C:21]([C:22]([N:58]5[CH2:63][CH2:62][CH:61]([NH:64][C:65](=[O:67])[CH3:66])[CH2:60][CH2:59]5)=[O:23])=[CH:20][CH:19]=4)[CH:16]=[CH:17][C:12]3=[N:11][CH:10]=2)=[CH:7][CH:8]=1)#[N:2], predict the reactants needed to synthesize it. The reactants are: [C:1]([C:3]1[CH:8]=[CH:7][C:6]([C:9]2[N:13]3[N:14]=[C:15]([C:18]4[CH:26]=[CH:25][C:21]([C:22](O)=[O:23])=[CH:20][CH:19]=4)[CH:16]=[CH:17][C:12]3=[N:11][CH:10]=2)=[CH:5][CH:4]=1)#[N:2].CN(C(ON1N=NC2C=CC=NC1=2)=[N+](C)C)C.F[P-](F)(F)(F)(F)F.CN1CCOCC1.[NH:58]1[CH2:63][CH2:62][CH:61]([NH:64][C:65](=[O:67])[CH3:66])[CH2:60][CH2:59]1. (5) Given the product [N:9]1([CH2:8][C:6]2[CH:5]=[N:4][CH:3]=[C:2]([C:15]#[C:14][Si:16]([CH3:19])([CH3:18])[CH3:17])[CH:7]=2)[CH2:13][CH2:12][CH2:11][CH2:10]1, predict the reactants needed to synthesize it. The reactants are: Br[C:2]1[CH:3]=[N:4][CH:5]=[C:6]([CH2:8][N:9]2[CH2:13][CH2:12][CH2:11][CH2:10]2)[CH:7]=1.[C:14]([Si:16]([CH3:19])([CH3:18])[CH3:17])#[CH:15].C(N(C(C)C)CC)(C)C. (6) Given the product [CH:1]1([C:4]2[O:16][C:15]3[C:7](=[C:8]([C:9]([O:11][CH3:19])=[O:10])[CH:12]=[C:13]([F:17])[CH:14]=3)[N:6]=2)[CH2:3][CH2:2]1, predict the reactants needed to synthesize it. The reactants are: [CH:1]1([C:4]([NH:6][C:7]2[C:15]([OH:16])=[CH:14][C:13]([F:17])=[CH:12][C:8]=2[C:9]([O-:11])=[O:10])=O)[CH2:3][CH2:2]1.O.[C:19]1(C)C=CC(S(O)(=O)=O)=CC=1.C1(C)C=CC=CC=1. (7) Given the product [Cl:24][C:23]1[CH:22]=[CH:21][C:4]([C:5]([N:7]([C:9]2[CH:14]=[CH:13][CH:12]=[CH:11][C:10]=2[O:15][CH2:16][CH2:17][N:18]([CH3:20])[CH3:19])[CH3:8])=[O:6])=[CH:3][C:2]=1[C:31]1[CH:30]=[N:29][C:28]([Cl:27])=[CH:33][C:32]=1[Cl:34], predict the reactants needed to synthesize it. The reactants are: Br[C:2]1[CH:3]=[C:4]([CH:21]=[CH:22][C:23]=1[Cl:24])[C:5]([N:7]([C:9]1[CH:14]=[CH:13][CH:12]=[CH:11][C:10]=1[O:15][CH2:16][CH2:17][N:18]([CH3:20])[CH3:19])[CH3:8])=[O:6].[F-].[K+].[Cl:27][C:28]1[CH:33]=[C:32]([Cl:34])[C:31](B(O)O)=[CH:30][N:29]=1. (8) Given the product [N:1]1[CH:6]=[CH:5][CH:4]=[C:3]([C:7]2([CH2:13][NH:14][C:15]([C:17]3[S:21][C:20]([N:31]4[CH2:32][CH2:33][C@@H:29]([N:28]([CH3:34])[CH3:27])[CH2:30]4)=[N:19][C:18]=3[C:23]([F:26])([F:25])[F:24])=[O:16])[CH2:12][CH2:11][CH2:10][CH2:9][CH2:8]2)[CH:2]=1, predict the reactants needed to synthesize it. The reactants are: [N:1]1[CH:6]=[CH:5][CH:4]=[C:3]([C:7]2([CH2:13][NH:14][C:15]([C:17]3[S:21][C:20](Br)=[N:19][C:18]=3[C:23]([F:26])([F:25])[F:24])=[O:16])[CH2:12][CH2:11][CH2:10][CH2:9][CH2:8]2)[CH:2]=1.[CH3:27][N:28]([CH3:34])[C@@H:29]1[CH2:33][CH2:32][NH:31][CH2:30]1.C(=O)([O-])[O-].[K+].[K+].O. (9) The reactants are: [Cl:1][C:2]1[CH:3]=[N:4][N:5]([C:7]2([C:10]([NH:12][C:13]3[C:18]([N+:19]([O-])=O)=[CH:17][CH:16]=[C:15]([N:22]4[CH2:27][CH2:26][CH2:25][C@@H:24]([C:28]([N:30]5[CH2:34][CH2:33][CH2:32][CH2:31]5)=[O:29])[CH2:23]4)[N:14]=3)=O)[CH2:9][CH2:8]2)[CH:6]=1.C(O)(=O)C.O.[OH-].[NH4+]. Given the product [Cl:1][C:2]1[CH:3]=[N:4][N:5]([C:7]2([C:10]3[NH:12][C:13]4=[N:14][C:15]([N:22]5[CH2:27][CH2:26][CH2:25][C@@H:24]([C:28]([N:30]6[CH2:34][CH2:33][CH2:32][CH2:31]6)=[O:29])[CH2:23]5)=[CH:16][CH:17]=[C:18]4[N:19]=3)[CH2:9][CH2:8]2)[CH:6]=1, predict the reactants needed to synthesize it.